From a dataset of Catalyst prediction with 721,799 reactions and 888 catalyst types from USPTO. Predict which catalyst facilitates the given reaction. (1) Reactant: Cl[C:2]1[CH:3]=[C:4]([C:8]([N+:11]([O-:13])=[O:12])=[CH:9][N:10]=1)[C:5]([OH:7])=[O:6].[NH:14]1[CH2:19][CH2:18][O:17][CH2:16][CH2:15]1.Cl. Product: [O:17]1[CH2:18][CH2:19][N:14]([C:2]2[CH:3]=[C:4]([C:8]([N+:11]([O-:13])=[O:12])=[CH:9][N:10]=2)[C:5]([OH:7])=[O:6])[CH2:15][CH2:16]1. The catalyst class is: 6. (2) Reactant: N1C=CN=C1.[C:6]([Si:10]([CH3:13])([CH3:12])Cl)([CH3:9])([CH3:8])[CH3:7].[Br:14][CH2:15][CH2:16][CH2:17][OH:18].CCOC(C)=O. Product: [Br:14][CH2:15][CH2:16][CH2:17][O:18][Si:10]([CH3:13])([CH3:12])[C:6]([CH3:9])([CH3:8])[CH3:7]. The catalyst class is: 1. (3) The catalyst class is: 7. Product: [OH:8][CH2:9][C:10]1[CH:11]=[CH:12][C:13]([NH:16][C:17]([NH:19][CH2:20][C:21]2[C:22]([N:31]3[CH2:36][CH2:35][CH:34]([CH3:37])[CH2:33][CH2:32]3)=[N:23][C:24]([C:27]([F:29])([F:30])[F:28])=[CH:25][CH:26]=2)=[O:18])=[N:14][CH:15]=1. Reactant: [Si]([O:8][CH2:9][C:10]1[CH:11]=[CH:12][C:13]([NH:16][C:17]([NH:19][CH2:20][C:21]2[C:22]([N:31]3[CH2:36][CH2:35][CH:34]([CH3:37])[CH2:33][CH2:32]3)=[N:23][C:24]([C:27]([F:30])([F:29])[F:28])=[CH:25][CH:26]=2)=[O:18])=[N:14][CH:15]=1)(C(C)(C)C)(C)C.[F-].C([N+](CCCC)(CCCC)CCCC)CCC. (4) Reactant: [CH3:1][C:2]([C:12]1[CH:16]=[C:15]([NH:17][C:18]([C@@H:20]2[CH2:24][C@@H:23]([O:25][C:26]([CH3:29])([CH3:28])[CH3:27])[CH2:22][N:21]2[C:30]2[CH:35]=[CH:34][C:33]([Cl:36])=[CH:32][CH:31]=2)=[O:19])[O:14][N:13]=1)([CH3:11])[CH2:3][O:4]C1CCCCO1.C1(C)C=CC(S([O-])(=O)=O)=CC=1.[NH+]1C=CC=CC=1. Product: [OH:4][CH2:3][C:2]([C:12]1[CH:16]=[C:15]([NH:17][C:18]([C@@H:20]2[CH2:24][C@@H:23]([O:25][C:26]([CH3:29])([CH3:27])[CH3:28])[CH2:22][N:21]2[C:30]2[CH:31]=[CH:32][C:33]([Cl:36])=[CH:34][CH:35]=2)=[O:19])[O:14][N:13]=1)([CH3:1])[CH3:11]. The catalyst class is: 8. (5) Reactant: [N+:1]([C:4]1[CH:9]=[CH:8][C:7]([S:10](Cl)(=[O:12])=[O:11])=[CH:6][CH:5]=1)([O-:3])=[O:2].[N:14]1[CH:19]=[CH:18][CH:17]=[CH:16][CH:15]=1.Cl[CH2:21]Cl. Product: [N+:1]([C:4]1[CH:9]=[CH:8][C:7]([S:10]([N:14]2[CH2:19][CH2:18][CH2:17][CH2:16][CH2:15][CH2:21]2)(=[O:12])=[O:11])=[CH:6][CH:5]=1)([O-:3])=[O:2]. The catalyst class is: 33. (6) Reactant: [CH3:1][N:2]([CH3:18])[C:3]1[CH:8]=[C:7]([C:9]([N:11]2[CH2:16][CH2:15][CH2:14][C:13](=[O:17])[CH2:12]2)=[O:10])[CH:6]=[CH:5][N:4]=1.[Cl:19][C:20]1[CH:25]=[CH:24][C:23]([Mg]Br)=[C:22]([CH3:28])[CH:21]=1. Product: [Cl:19][C:20]1[CH:25]=[CH:24][C:23]([C:13]2([OH:17])[CH2:14][CH2:15][CH2:16][N:11]([C:9]([C:7]3[CH:6]=[CH:5][N:4]=[C:3]([N:2]([CH3:18])[CH3:1])[CH:8]=3)=[O:10])[CH2:12]2)=[C:22]([CH3:28])[CH:21]=1. The catalyst class is: 1.